Dataset: Forward reaction prediction with 1.9M reactions from USPTO patents (1976-2016). Task: Predict the product of the given reaction. Given the reactants [C:1]([O:5][C:6]([N:8]1[C:12](=[O:13])[C:11]2([CH2:18][CH2:17][N:16]([S:19]([CH2:22][CH2:23][C:24]3[CH:29]=[CH:28][C:27]([C:30]([O:32][C:33]([CH3:36])([CH3:35])[CH3:34])=[O:31])=[CH:26][C:25]=3[CH3:37])(=[O:21])=[O:20])[CH2:15][CH2:14]2)[N:10]=[C:9]1[C:38]1[CH:43]=[C:42]([C:44]([F:47])([F:46])[F:45])[CH:41]=[C:40]([OH:48])[CH:39]=1)=[O:7])([CH3:4])([CH3:3])[CH3:2].[CH2:49](O)[CH2:50][C:51]#[CH:52], predict the reaction product. The product is: [C:1]([O:5][C:6]([N:8]1[C:12](=[O:13])[C:11]2([CH2:18][CH2:17][N:16]([S:19]([CH2:22][CH2:23][C:24]3[CH:29]=[CH:28][C:27]([C:30]([O:32][C:33]([CH3:34])([CH3:36])[CH3:35])=[O:31])=[CH:26][C:25]=3[CH3:37])(=[O:21])=[O:20])[CH2:15][CH2:14]2)[N:10]=[C:9]1[C:38]1[CH:43]=[C:42]([C:44]([F:46])([F:47])[F:45])[CH:41]=[C:40]([O:48][CH2:52][CH2:51][C:50]#[CH:49])[CH:39]=1)=[O:7])([CH3:2])([CH3:3])[CH3:4].